This data is from Cav3 T-type calcium channel HTS with 100,875 compounds. The task is: Binary Classification. Given a drug SMILES string, predict its activity (active/inactive) in a high-throughput screening assay against a specified biological target. (1) The drug is N1(CCN(CC1)C)Cc1n(c2c(c1C#N)cccc2)C. The result is 0 (inactive). (2) The compound is OC(=O)CNc1nc(c2c(n1)ccc(c2)C)c1ccccc1. The result is 0 (inactive). (3) The compound is OC1C(C2C(C(C(CC2)=C)COc2c3c(oc(=O)c2)cccc3)(CC1)C)(C)C. The result is 0 (inactive). (4) The drug is O=C1N(N=C(C1C(C1C(=NN(C1=O)c1cc(c(cc1)C)C)C)c1cc(O)ccc1)C)c1cc(c(cc1)C)C. The result is 0 (inactive). (5) The drug is Clc1ccc(SCCN2C(=O)C(NC2=O)(C)C)cc1. The result is 0 (inactive). (6) The drug is S(c1n(c2c(n(c(=O)n(c2=O)C)C)n1)Cc1c(F)cccc1)CCCC#N. The result is 0 (inactive). (7) The drug is O=C(N1CCCc2c1cccc2)C. The result is 0 (inactive). (8) The result is 0 (inactive). The compound is Clc1cc(N2CCN(CC2)C(=O)Cc2ccc(n3c(=O)c4c([nH]c3=O)cccc4)cc2)ccc1. (9) The drug is Fc1ccc(C(=O)N2CCN(C3C4CC(C3)CC4)CC2)cc1. The result is 0 (inactive). (10) The molecule is s1c(Cn2nnnc2C(N2CCN(CC2)CC)c2ccc(F)cc2)ccc1. The result is 0 (inactive).